This data is from Full USPTO retrosynthesis dataset with 1.9M reactions from patents (1976-2016). The task is: Predict the reactants needed to synthesize the given product. (1) Given the product [F:18][C:17]([F:20])([F:19])[C:16]([N:12]1[CH2:13][CH2:14][CH2:15][CH:11]1[C:9]1[C:8]([O:22][C:23]2[CH:28]=[CH:27][C:26]([S:29]([CH3:32])(=[O:31])=[O:30])=[CH:25][CH:24]=2)=[CH:7][C:6]2[N:33]=[C:44]([C:39]3[CH:40]=[CH:41][CH:42]=[CH:43][N:38]=3)[NH:4][C:5]=2[CH:10]=1)=[O:21], predict the reactants needed to synthesize it. The reactants are: C(O)C.[NH2:4][C:5]1[C:6]([N+:33]([O-])=O)=[CH:7][C:8]([O:22][C:23]2[CH:28]=[CH:27][C:26]([S:29]([CH3:32])(=[O:31])=[O:30])=[CH:25][CH:24]=2)=[C:9]([CH:11]2[CH2:15][CH2:14][CH2:13][N:12]2[C:16](=[O:21])[C:17]([F:20])([F:19])[F:18])[CH:10]=1.[H][H].[N:38]1[CH:43]=[CH:42][CH:41]=[CH:40][C:39]=1[CH:44]=O. (2) Given the product [NH2:1][C:2]1[CH:10]=[C:9]([Cl:11])[CH:8]=[CH:7][C:3]=1[CH2:4][OH:5], predict the reactants needed to synthesize it. The reactants are: [NH2:1][C:2]1[CH:10]=[C:9]([Cl:11])[CH:8]=[CH:7][C:3]=1[C:4](O)=[O:5].[H-].[Al+3].[Li+].[H-].[H-].[H-].